This data is from Peptide-MHC class I binding affinity with 185,985 pairs from IEDB/IMGT. The task is: Regression. Given a peptide amino acid sequence and an MHC pseudo amino acid sequence, predict their binding affinity value. This is MHC class I binding data. The peptide sequence is LLQEENRQKL. The MHC is HLA-A02:01 with pseudo-sequence HLA-A02:01. The binding affinity (normalized) is 0.492.